Dataset: Full USPTO retrosynthesis dataset with 1.9M reactions from patents (1976-2016). Task: Predict the reactants needed to synthesize the given product. (1) Given the product [CH3:25][O:26][C:27](=[O:34])[CH2:28][CH2:29][CH2:30][CH2:31][CH2:1][O:2][C:3]1[CH:4]=[CH:5][C:6]2[N:10]=[C:9]([C:11]3[CH:12]=[CH:13][CH:14]=[CH:15][CH:16]=3)[N:8]([C:17]3[CH:22]=[CH:21][CH:20]=[CH:19][C:18]=3[CH3:23])[C:7]=2[CH:24]=1, predict the reactants needed to synthesize it. The reactants are: [CH3:1][O:2][C:3]1[CH:4]=[CH:5][C:6]2[N:10]=[C:9]([C:11]3[CH:16]=[CH:15][CH:14]=[CH:13][CH:12]=3)[N:8]([C:17]3[CH:22]=[CH:21][CH:20]=[CH:19][C:18]=3[CH3:23])[C:7]=2[CH:24]=1.[CH3:25][O:26][C:27](=[O:34])[CH2:28][CH2:29][CH2:30][CH2:31]CBr. (2) Given the product [F:48][C:14]([F:13])([F:49])[C:15]1[CH:20]=[CH:19][C:18](/[CH:21]=[CH:22]/[C:23]2[O:24][CH:25]=[C:26]([CH2:28][O:29][C:30]3[CH:35]=[CH:34][C:33]([CH2:36][CH2:37][CH2:38][CH2:39][N:40]4[CH:44]=[CH:43][N:42]=[C:41]4[CH2:45][CH2:46][N:54]4[C:50](=[O:60])[C:51]5[C:52](=[CH:56][CH:57]=[CH:58][CH:59]=5)[C:53]4=[O:55])=[CH:32][CH:31]=3)[N:27]=2)=[CH:17][CH:16]=1, predict the reactants needed to synthesize it. The reactants are: N(C(OCC)=O)=NC(OCC)=O.[F:13][C:14]([F:49])([F:48])[C:15]1[CH:20]=[CH:19][C:18](/[CH:21]=[CH:22]/[C:23]2[O:24][CH:25]=[C:26]([CH2:28][O:29][C:30]3[CH:35]=[CH:34][C:33]([CH2:36][CH2:37][CH2:38][CH2:39][N:40]4[CH:44]=[CH:43][N:42]=[C:41]4[CH2:45][CH2:46]O)=[CH:32][CH:31]=3)[N:27]=2)=[CH:17][CH:16]=1.[C:50]1(=[O:60])[NH:54][C:53](=[O:55])[C:52]2=[CH:56][CH:57]=[CH:58][CH:59]=[C:51]12.C1(P(C2C=CC=CC=2)C2C=CC=CC=2)C=CC=CC=1.